Dataset: Full USPTO retrosynthesis dataset with 1.9M reactions from patents (1976-2016). Task: Predict the reactants needed to synthesize the given product. (1) Given the product [ClH:54].[ClH:54].[CH3:22][C:23]1[CH:32]=[CH:31][C:30]2[C:25](=[CH:26][CH:27]=[CH:28][C:29]=2[N:33]2[CH2:38][CH2:37][N:36]([CH2:2][CH2:3][C:4]3[CH:13]=[CH:12][CH:11]=[C:10]4[C:5]=3[CH:6]=[CH:7][C:8]3[N:9]4[CH:14]=[N:15][C:16]=3[C:17]([O:19][CH2:20][CH3:21])=[O:18])[CH2:35][CH2:34]2)[N:24]=1, predict the reactants needed to synthesize it. The reactants are: O=[CH:2][CH2:3][C:4]1[CH:13]=[CH:12][CH:11]=[C:10]2[C:5]=1[CH:6]=[CH:7][C:8]1[N:9]2[CH:14]=[N:15][C:16]=1[C:17]([O:19][CH2:20][CH3:21])=[O:18].[CH3:22][C:23]1[CH:32]=[CH:31][C:30]2[C:25](=[CH:26][CH:27]=[CH:28][C:29]=2[N:33]2[CH2:38][CH2:37][NH:36][C@H:35](C)[CH2:34]2)[N:24]=1.C(O[BH-](OC(=O)C)OC(=O)C)(=O)C.[Na+].[Cl:54]CCCl. (2) Given the product [C:1]([N:5]1[CH:9]=[C:8]([CH:10]([OH:11])[CH3:24])/[C:7](=[N:12]/[C:13](=[O:23])[C:14]2[CH:19]=[C:18]([Cl:20])[CH:17]=[CH:16][C:15]=2[O:21][CH3:22])/[S:6]1)([CH3:4])([CH3:3])[CH3:2], predict the reactants needed to synthesize it. The reactants are: [C:1]([N:5]1[CH:9]=[C:8]([CH:10]=[O:11])/[C:7](=[N:12]/[C:13](=[O:23])[C:14]2[CH:19]=[C:18]([Cl:20])[CH:17]=[CH:16][C:15]=2[O:21][CH3:22])/[S:6]1)([CH3:4])([CH3:3])[CH3:2].[CH3:24][Mg]Br.